Dataset: Forward reaction prediction with 1.9M reactions from USPTO patents (1976-2016). Task: Predict the product of the given reaction. (1) Given the reactants [OH-].[Na+].[CH2:3]([N:10]1[CH2:15][CH2:14][CH:13]([C:16]([O:18]CC)=[O:17])[CH2:12][CH2:11]1)[C:4]1[CH:9]=[CH:8][CH:7]=[CH:6][CH:5]=1.Cl, predict the reaction product. The product is: [CH2:3]([N:10]1[CH2:11][CH2:12][CH:13]([C:16]([OH:18])=[O:17])[CH2:14][CH2:15]1)[C:4]1[CH:5]=[CH:6][CH:7]=[CH:8][CH:9]=1. (2) Given the reactants II.[C:3]([O:7][C:8]([NH:10][C@H:11]([CH2:16]I)[C:12]([O:14]C)=O)=[O:9])([CH3:6])([CH3:5])[CH3:4].[NH2:18][C:19]1[C:20](Cl)=[N:21][CH:22]=[C:23]([CH:28]=1)[C:24]([O:26][CH3:27])=[O:25].C(=O)([O-])[O-].[K+].[K+], predict the reaction product. The product is: [C:3]([O:7][C:8]([NH:10][C@@H:11]1[CH2:16][C:20]2[N:21]=[CH:22][C:23]([C:24]([O:26][CH3:27])=[O:25])=[CH:28][C:19]=2[NH:18][C:12]1=[O:14])=[O:9])([CH3:4])([CH3:5])[CH3:6]. (3) Given the reactants [NH2:1][C:2]1[CH:10]=[CH:9][C:8]([C:11]([F:14])([F:13])[F:12])=[CH:7][C:3]=1[C:4]([NH2:6])=[O:5].[CH:15](O)=O, predict the reaction product. The product is: [F:14][C:11]([F:12])([F:13])[C:8]1[CH:7]=[C:3]2[C:2](=[CH:10][CH:9]=1)[N:1]=[CH:15][N:6]=[C:4]2[OH:5]. (4) The product is: [C:4]([O-:8])(=[O:7])[CH:5]=[CH2:6].[Li+:3].[C:4]([OH:8])(=[O:7])[CH:5]=[CH2:6]. Given the reactants O.[OH-].[Li+:3].[C:4]([OH:8])(=[O:7])[CH:5]=[CH2:6], predict the reaction product.